From a dataset of Catalyst prediction with 721,799 reactions and 888 catalyst types from USPTO. Predict which catalyst facilitates the given reaction. (1) Reactant: [NH:1]([C:32]([O:34][CH2:35][C:36]1[CH:41]=[CH:40][CH:39]=[CH:38][CH:37]=1)=[O:33])[C@H:2]([C:6]([NH:8][C@H:9]([C:13]([N:15]([CH3:31])[C@H:16]([C:20]([N:22]1[CH2:30][CH2:29][CH2:28][C@H:23]1[C:24]([O:26]C)=[O:25])=[O:21])[CH:17]([CH3:19])[CH3:18])=[O:14])[CH:10]([CH3:12])[CH3:11])=[O:7])[CH:3]([CH3:5])[CH3:4].[Li+].[OH-].O. Product: [NH:1]([C:32]([O:34][CH2:35][C:36]1[CH:41]=[CH:40][CH:39]=[CH:38][CH:37]=1)=[O:33])[C@H:2]([C:6]([NH:8][C@H:9]([C:13]([N:15]([CH3:31])[C@H:16]([C:20]([N:22]1[CH2:30][CH2:29][CH2:28][C@H:23]1[C:24]([OH:26])=[O:25])=[O:21])[CH:17]([CH3:19])[CH3:18])=[O:14])[CH:10]([CH3:11])[CH3:12])=[O:7])[CH:3]([CH3:4])[CH3:5]. The catalyst class is: 5. (2) Reactant: [H-].[Al+3].[Li+].[H-].[H-].[H-].[Cl:7][C:8]1[CH:13]=[CH:12][C:11]([C:14]2[O:18][CH:17]=[N:16][C:15]=2[C:19](OC)=[O:20])=[CH:10][CH:9]=1.O.[OH-].[Na+]. The catalyst class is: 1. Product: [Cl:7][C:8]1[CH:9]=[CH:10][C:11]([C:14]2[O:18][CH:17]=[N:16][C:15]=2[CH2:19][OH:20])=[CH:12][CH:13]=1. (3) Reactant: [N:1]1([CH2:6][C:7]2[CH:8]=[C:9]([C:13]3[CH:17]=[C:16]([CH2:18][CH:19]([CH3:21])[CH3:20])[S:15][C:14]=3[S:22]([NH:25]C(C)(C)C)(=[O:24])=[O:23])[CH:10]=[CH:11][CH:12]=2)[CH:5]=[CH:4][N:3]=[CH:2]1.B(Cl)(Cl)Cl.N1(C2C=CC=CN=2)CCCC1.Cl[C:46]([O:48][CH2:49][CH2:50][CH2:51][CH3:52])=[O:47].C(O)(=O)CC(CC(O)=O)(C(O)=O)O. Product: [CH2:49]([O:48][C:46]([NH:25][S:22]([C:14]1[S:15][C:16]([CH2:18][CH:19]([CH3:20])[CH3:21])=[CH:17][C:13]=1[C:9]1[CH:10]=[CH:11][CH:12]=[C:7]([CH2:6][N:1]2[CH:5]=[CH:4][N:3]=[CH:2]2)[CH:8]=1)(=[O:23])=[O:24])=[O:47])[CH2:50][CH2:51][CH3:52]. The catalyst class is: 2. (4) Reactant: [OH:1][C@H:2]1[CH2:6][CH2:5][N:4]([C:7]([O:9][C:10]([CH3:13])([CH3:12])[CH3:11])=[O:8])[CH2:3]1.C(N(CC)CC)C.[CH:21]1[N:25]=[CH:24][N:23]([C:26](N2C=NC=C2)=[O:27])[CH:22]=1. Product: [N:23]1([C:26]([O:1][C@H:2]2[CH2:6][CH2:5][N:4]([C:7]([O:9][C:10]([CH3:13])([CH3:12])[CH3:11])=[O:8])[CH2:3]2)=[O:27])[CH:22]=[CH:21][N:25]=[CH:24]1. The catalyst class is: 49. (5) Product: [Br:1][C:2]1[CH:7]=[CH:6][C:5]([CH:8]([N:11]2[CH:15]=[CH:14][N:13]=[C:12]2[CH2:16][OH:17])[CH3:9])=[CH:4][CH:3]=1. The catalyst class is: 21. Reactant: [Br:1][C:2]1[CH:7]=[CH:6][C:5]([CH:8](Br)[CH3:9])=[CH:4][CH:3]=1.[NH:11]1[CH:15]=[CH:14][N:13]=[C:12]1[CH2:16][OH:17].C([O-])([O-])=O.[K+].[K+].